Dataset: Forward reaction prediction with 1.9M reactions from USPTO patents (1976-2016). Task: Predict the product of the given reaction. (1) The product is: [CH3:9][O:8][C:6](=[O:7])[C:5]1[CH:10]=[CH:11][C:2]([CH:1]=[CH:17][N:18]([CH3:20])[CH3:19])=[C:3]([N+:12]([O-:14])=[O:13])[CH:4]=1. Given the reactants [CH3:1][C:2]1[CH:11]=[CH:10][C:5]([C:6]([O:8][CH3:9])=[O:7])=[CH:4][C:3]=1[N+:12]([O-:14])=[O:13].CO[CH:17](OC)[N:18]([CH3:20])[CH3:19], predict the reaction product. (2) Given the reactants [F:1][C:2]1[CH:7]=[CH:6][CH:5]=[CH:4][C:3]=1[N:8]=[C:9]=[O:10].[NH2:11][C:12]1[C:13]2[C:20]([C:21]([C:23]3[CH:28]=[C:27]([NH2:29])[CH:26]=[CH:25][N:24]=3)=[O:22])=[CH:19][N:18]([CH:30]([CH3:32])[CH3:31])[C:14]=2[N:15]=[CH:16][N:17]=1.NC1C2C(C(C3C=CN=C(NC(NC4C=CC=CC=4F)=O)C=3)=O)=CN(C(C)C)C=2N=CN=1, predict the reaction product. The product is: [NH2:11][C:12]1[C:13]2[C:20]([C:21]([C:23]3[CH:28]=[C:27]([NH:29][C:9]([NH:8][C:3]4[CH:4]=[CH:5][CH:6]=[CH:7][C:2]=4[F:1])=[O:10])[CH:26]=[CH:25][N:24]=3)=[O:22])=[CH:19][N:18]([CH:30]([CH3:32])[CH3:31])[C:14]=2[N:15]=[CH:16][N:17]=1. (3) Given the reactants [CH2:1]([NH2:4])[CH2:2][CH3:3].[NH:5]1[C:13]2[C:8](=[CH:9][CH:10]=[CH:11][C:12]=2[CH:14]=O)[CH:7]=[CH:6]1.C(O)(=O)C.[BH4-].[Na+], predict the reaction product. The product is: [NH:4]1[C:14]2[C:3](=[CH:9][CH:10]=[CH:11][C:12]=2[CH2:13][NH:5][CH2:6][CH2:7][CH3:8])[CH:2]=[CH:1]1. (4) Given the reactants [NH:1]1[C:9]2[CH:8]=[CH:7][CH:6]=[C:5]([C:10]#[N:11])[C:4]=2[CH:3]=[N:2]1.C(N(CC)CC)C.[C:19](O[C:19]([O:21][C:22]([CH3:25])([CH3:24])[CH3:23])=[O:20])([O:21][C:22]([CH3:25])([CH3:24])[CH3:23])=[O:20], predict the reaction product. The product is: [C:10]([C:5]1[CH:6]=[CH:7][CH:8]=[C:9]2[C:4]=1[CH:3]=[N:2][N:1]2[C:19]([O:21][C:22]([CH3:25])([CH3:24])[CH3:23])=[O:20])#[N:11]. (5) Given the reactants [Cl:1][C:2]1[CH:3]=[C:4]([Cl:16])[C:5]2[O:10][CH:9]([CH:11]([CH3:13])[CH3:12])[C:8](=[O:14])[NH:7][C:6]=2[CH:15]=1.C(=O)([O-])[O-].[K+].[K+].[C:23]([O:27][CH3:28])(=[O:26])[CH:24]=[CH2:25].C(O)(=O)CC(CC(O)=O)(C(O)=O)O, predict the reaction product. The product is: [CH3:28][O:27][C:23](=[O:26])[CH2:24][CH2:25][N:7]1[C:6]2[CH:15]=[C:2]([Cl:1])[CH:3]=[C:4]([Cl:16])[C:5]=2[O:10][CH:9]([CH:11]([CH3:12])[CH3:13])[C:8]1=[O:14]. (6) The product is: [F:1][C:2]1[C:7]([F:8])=[CH:6][CH:5]=[CH:4][C:3]=1[C:9]1[CH2:14][CH2:13][N:12]([CH2:15][CH2:16][CH3:17])[CH2:11][CH:10]=1. Given the reactants [F:1][C:2]1[C:7]([F:8])=[CH:6][CH:5]=[CH:4][C:3]=1[C:9]1(O)[CH2:14][CH2:13][N:12]([CH2:15][CH2:16][CH3:17])[CH2:11][CH2:10]1, predict the reaction product. (7) Given the reactants [CH3:1][CH:2]([CH2:7][CH2:8][CH2:9][CH:10]([CH3:22])[CH2:11][CH2:12][CH2:13][CH:14]([CH3:21])[CH2:15][CH2:16][CH2:17][CH:18]([CH3:20])[CH3:19])[CH2:3][C:4]([OH:6])=[O:5].S(=O)(=O)(O)O, predict the reaction product. The product is: [CH2:1]([O:5][C:4](=[O:6])[CH2:3][CH:2]([CH3:1])[CH2:7][CH2:8][CH2:9][CH:10]([CH3:22])[CH2:11][CH2:12][CH2:13][CH:14]([CH3:21])[CH2:15][CH2:16][CH2:17][CH:18]([CH3:20])[CH3:19])[CH2:2][CH2:3][CH3:4]. (8) Given the reactants N[C:2]1[C:7]([N+:8]([O-:10])=[O:9])=[CH:6][C:5]([C:11]([F:14])([F:13])[F:12])=[CH:4][C:3]=1[Cl:15].N([O-])=O.[Na+].CCCCCC, predict the reaction product. The product is: [Cl:15][C:3]1[CH:4]=[C:5]([C:11]([F:12])([F:13])[F:14])[CH:6]=[C:7]([N+:8]([O-:10])=[O:9])[CH:2]=1. (9) Given the reactants [F:1][C:2]1[CH:3]=[C:4]([C:9]2[O:10][C:11]3[CH:16]=[C:15]([O:17][CH2:18][C@@H:19]([NH:21][C:22](=[O:24])[CH3:23])[CH3:20])[N:14]=[CH:13][C:12]=3[N:25]=2)[CH:5]=[CH:6][C:7]=1[OH:8].Br[CH2:27][C:28](=[O:31])[CH2:29][CH3:30], predict the reaction product. The product is: [F:1][C:2]1[CH:3]=[C:4]([C:9]2[O:10][C:11]3[CH:16]=[C:15]([O:17][CH2:18][C@@H:19]([NH:21][C:22](=[O:24])[CH3:23])[CH3:20])[N:14]=[CH:13][C:12]=3[N:25]=2)[CH:5]=[CH:6][C:7]=1[O:8][CH2:27][C:28](=[O:31])[CH2:29][CH3:30]. (10) Given the reactants [F:1][C:2]([F:13])([F:12])[C:3]1[N:8]=[CH:7][C:6]([C:9](O)=[O:10])=[CH:5][N:4]=1.O1CCCC1.B, predict the reaction product. The product is: [OH:10][CH2:9][C:6]1[CH:5]=[N:4][C:3]([C:2]([F:13])([F:12])[F:1])=[N:8][CH:7]=1.